This data is from Full USPTO retrosynthesis dataset with 1.9M reactions from patents (1976-2016). The task is: Predict the reactants needed to synthesize the given product. (1) Given the product [Cl:1][C:2]1[C:3](=[O:36])[N:4]([C:19]2[C:24]([CH3:25])=[CH:23][N:22]=[C:21]([C:26]3[CH:31]=[CH:30][N:29]=[C:28]([C:32]([OH:35])([CH3:33])[CH3:34])[N:27]=3)[CH:20]=2)[C:5]([CH3:18])=[CH:6][C:7]=1[OH:8], predict the reactants needed to synthesize it. The reactants are: [Cl:1][C:2]1[C:3](=[O:36])[N:4]([C:19]2[C:24]([CH3:25])=[CH:23][N:22]=[C:21]([C:26]3[CH:31]=[CH:30][N:29]=[C:28]([C:32]([OH:35])([CH3:34])[CH3:33])[N:27]=3)[CH:20]=2)[C:5]([CH3:18])=[CH:6][C:7]=1[O:8]CC1C=CC(OC)=CC=1.FC(F)(F)C(O)=O. (2) Given the product [Cl:1][C:2]1[C:7]([CH2:8][CH2:9][CH2:10][OH:11])=[C:6]([NH:32][C:29]2[CH:30]=[CH:31][C:26]([O:25][CH2:24][CH3:23])=[CH:27][CH:28]=2)[N:5]2[N:13]=[CH:14][CH:15]=[C:4]2[N:3]=1, predict the reactants needed to synthesize it. The reactants are: [Cl:1][C:2]1[C:7]([CH2:8][CH2:9][CH2:10][OH:11])=[C:6](Cl)[N:5]2[N:13]=[CH:14][CH:15]=[C:4]2[N:3]=1.C(N(CC)CC)C.[CH3:23][CH2:24][O:25][C:26]1[CH:31]=[CH:30][C:29]([NH2:32])=[CH:28][CH:27]=1. (3) Given the product [Cl:1][C:2]1[CH:3]=[C:4]([CH:19]=[CH:20][C:21]=1[C:22]([N:25]1[CH2:28][CH2:27][CH2:26]1)=[O:24])[C:5]([NH:7][CH2:8][C:9]1[NH:13][C:12]2[CH:14]=[CH:15][C:16]([Cl:18])=[CH:17][C:11]=2[N:10]=1)=[O:6], predict the reactants needed to synthesize it. The reactants are: [Cl:1][C:2]1[CH:3]=[C:4]([CH:19]=[CH:20][C:21]=1[C:22]([OH:24])=O)[C:5]([NH:7][CH2:8][C:9]1[NH:13][C:12]2[CH:14]=[CH:15][C:16]([Cl:18])=[CH:17][C:11]=2[N:10]=1)=[O:6].[NH:25]1[CH2:28][CH2:27][CH2:26]1.CN(C(ON1N=NC2C=CC=CC1=2)=[N+](C)C)C.[B-](F)(F)(F)F.C(N(CC)CC)C. (4) Given the product [Br:19][C:9]1[N:8]([C:6]2[CH:7]=[C:2]([F:1])[CH:3]=[C:4]([O:17][CH3:18])[C:5]=2[N+:14]([O-:16])=[O:15])[CH:12]=[C:11]([CH3:13])[N:10]=1, predict the reactants needed to synthesize it. The reactants are: [F:1][C:2]1[CH:3]=[C:4]([O:17][CH3:18])[C:5]([N+:14]([O-:16])=[O:15])=[C:6]([N:8]2[CH:12]=[C:11]([CH3:13])[N:10]=[CH:9]2)[CH:7]=1.[Br:19]N1C(=O)CCC1=O.O. (5) Given the product [CH3:1][S:2]([O:38][CH:36]([C:23]1[CH:24]=[N:25][C:26]([NH:27][C:28]2[CH:29]=[N:30][C:31]([O:34][CH3:35])=[CH:32][CH:33]=2)=[C:21]([C:16]2[N:15]=[C:14]([N:13]([CH2:12][C:11]3[CH:10]=[CH:9][C:8]([O:7][CH3:6])=[CH:49][CH:48]=3)[CH2:39][C:40]3[CH:41]=[CH:42][C:43]([O:46][CH3:47])=[CH:44][CH:45]=3)[N:19]=[C:18]([CH3:20])[N:17]=2)[CH:22]=1)[CH3:37])(=[O:4])=[O:3], predict the reactants needed to synthesize it. The reactants are: [CH3:1][S:2](Cl)(=[O:4])=[O:3].[CH3:6][O:7][C:8]1[CH:49]=[CH:48][C:11]([CH2:12][N:13]([CH2:39][C:40]2[CH:45]=[CH:44][C:43]([O:46][CH3:47])=[CH:42][CH:41]=2)[C:14]2[N:19]=[C:18]([CH3:20])[N:17]=[C:16]([C:21]3[CH:22]=[C:23]([CH:36]([OH:38])[CH3:37])[CH:24]=[N:25][C:26]=3[NH:27][C:28]3[CH:29]=[N:30][C:31]([O:34][CH3:35])=[CH:32][CH:33]=3)[N:15]=2)=[CH:10][CH:9]=1.C(N(CC)CC)C. (6) The reactants are: [H-].[Na+].[NH:3]1[C:7]2=[N:8][CH:9]=[CH:10][CH:11]=[C:6]2[CH:5]=[CH:4]1.Br[CH2:13][CH2:14][CH2:15][CH2:16][CH3:17]. Given the product [CH2:13]([N:3]1[C:7]2=[N:8][CH:9]=[CH:10][CH:11]=[C:6]2[CH:5]=[CH:4]1)[CH2:14][CH2:15][CH2:16][CH3:17], predict the reactants needed to synthesize it.